Dataset: Full USPTO retrosynthesis dataset with 1.9M reactions from patents (1976-2016). Task: Predict the reactants needed to synthesize the given product. (1) Given the product [CH:1]1([S:4]([C:10]2[N:18]=[C:17]([C:19]([F:22])([F:20])[F:21])[CH:16]=[CH:15][C:11]=2[C:12]([OH:14])=[O:13])(=[O:6])=[O:5])[CH2:3][CH2:2]1, predict the reactants needed to synthesize it. The reactants are: [CH:1]1([S:4]([O-:6])=[O:5])[CH2:3][CH2:2]1.[Br-].[Mg+2].Cl[C:10]1[N:18]=[C:17]([C:19]([F:22])([F:21])[F:20])[CH:16]=[CH:15][C:11]=1[C:12]([OH:14])=[O:13].[OH-].[Na+].CS(C)=O. (2) Given the product [Br:8][C:2]([CH2:3][CH2:4][CH2:5][CH2:17][CH2:16][CH2:18][Si:11]([CH3:14])([CH3:13])[CH3:10])=[CH2:1], predict the reactants needed to synthesize it. The reactants are: [CH2-:1][CH2:2][CH2:3][CH2:4][CH2-:5].[Mg+2].[Mg+2].[Br-:8].[Br-].[CH3:10][Si:11]([CH3:14])([CH3:13])Cl.Br[C:16]([CH2:18]Br)=[CH2:17]. (3) Given the product [O:4]1[CH2:1][CH2:18][CH:19]([N:11]2[CH2:12][CH2:13][N:8]([C:14]3[CH:15]=[C:16]([CH2:20][OH:21])[CH:17]=[CH:18][CH:19]=3)[CH2:9][CH2:10]2)[CH2:14][CH2:15]1, predict the reactants needed to synthesize it. The reactants are: [C:1](=[O:4])([O-])O.[Na+].Cl.Cl.[N:8]1([C:14]2[CH:15]=[C:16]([CH2:20][OH:21])[CH:17]=[CH:18][CH:19]=2)[CH2:13][CH2:12][NH:11][CH2:10][CH2:9]1. (4) The reactants are: C([O-])C.[Na+].[CH3:5][O:6][C:7]1[CH:8]=[C:9]2[C:13](=[CH:14][CH:15]=1)[NH:12][CH:11]=[C:10]2[CH2:16][C:17]#[N:18].[CH:19]([C:21]1[CH:22]=[C:23]([CH:26]=[CH:27][CH:28]=1)[C:24]#[N:25])=O. Given the product [C:17](/[C:16](/[C:10]1[C:9]2[C:13](=[CH:14][CH:15]=[C:7]([O:6][CH3:5])[CH:8]=2)[NH:12][CH:11]=1)=[CH:19]\[C:21]1[CH:22]=[C:23]([CH:26]=[CH:27][CH:28]=1)[C:24]#[N:25])#[N:18], predict the reactants needed to synthesize it. (5) The reactants are: [F:1][C:2]([F:12])([F:11])[O:3][C:4]1[CH:10]=[CH:9][C:7]([NH2:8])=[CH:6][CH:5]=1.[C:13]([SiH2:17][O:18][C:19]([CH3:43])([CH3:42])[C:20]1[CH:25]=[C:24](Cl)[N:23]=[C:22]([NH:27][C:28]2[CH:33]=[CH:32][C:31]([N:34]3[CH:38]=[C:37]([CH3:39])[N:36]=[CH:35]3)=[C:30]([O:40][CH3:41])[CH:29]=2)[CH:21]=1)([CH3:16])([CH3:15])[CH3:14]. Given the product [C:13]([SiH2:17][O:18][C:19]([CH3:43])([CH3:42])[C:20]1[CH:25]=[C:24]([NH:8][C:7]2[CH:9]=[CH:10][C:4]([O:3][C:2]([F:11])([F:12])[F:1])=[CH:5][CH:6]=2)[N:23]=[C:22]([NH:27][C:28]2[CH:33]=[CH:32][C:31]([N:34]3[CH:38]=[C:37]([CH3:39])[N:36]=[CH:35]3)=[C:30]([O:40][CH3:41])[CH:29]=2)[CH:21]=1)([CH3:16])([CH3:15])[CH3:14], predict the reactants needed to synthesize it. (6) Given the product [CH:27]([C:30]1[CH:31]=[C:32]([CH:33]([C:2]2[C:18]([CH3:19])=[CH:17][C:5]([O:6][Si:7]([CH:14]([CH3:16])[CH3:15])([CH:11]([CH3:13])[CH3:12])[CH:8]([CH3:9])[CH3:10])=[C:4]([CH3:20])[C:3]=2[CH3:21])[OH:34])[CH:35]=[CH:36][C:37]=1[O:38][CH2:39][O:40][CH3:41])([CH3:29])[CH3:28], predict the reactants needed to synthesize it. The reactants are: Br[C:2]1[C:18]([CH3:19])=[CH:17][C:5]([O:6][Si:7]([CH:14]([CH3:16])[CH3:15])([CH:11]([CH3:13])[CH3:12])[CH:8]([CH3:10])[CH3:9])=[C:4]([CH3:20])[C:3]=1[CH3:21].[Li]CCCC.[CH:27]([C:30]1[CH:31]=[C:32]([CH:35]=[CH:36][C:37]=1[O:38][CH2:39][O:40][CH3:41])[CH:33]=[O:34])([CH3:29])[CH3:28]. (7) Given the product [C:28]([O:27][C:25](=[O:26])/[CH:24]=[CH:14]/[C:11]1[CH:12]=[CH:13][C:4]([F:3])=[C:5]([CH:10]=1)[C:6]([O:8][CH3:9])=[O:7])([CH3:31])([CH3:30])[CH3:29], predict the reactants needed to synthesize it. The reactants are: [Cl-].[Li+].[F:3][C:4]1[CH:13]=[CH:12][C:11]([CH:14]=O)=[CH:10][C:5]=1[C:6]([O:8][CH3:9])=[O:7].C(OP([CH2:24][C:25]([O:27][C:28]([CH3:31])([CH3:30])[CH3:29])=[O:26])(OCC)=O)C.N12CCCN=C1CCCCC2.